From a dataset of Catalyst prediction with 721,799 reactions and 888 catalyst types from USPTO. Predict which catalyst facilitates the given reaction. (1) Reactant: [Cl:1][C:2]1[C:7]([C:8]([C:10]2[NH:14][CH:13]=[C:12]([S:15](Cl)(=[O:17])=[O:16])[CH:11]=2)=[O:9])=[CH:6][CH:5]=[CH:4][N:3]=1.[CH2:19]([NH2:26])[C:20]1[CH:25]=[CH:24][CH:23]=[CH:22][CH:21]=1.C(N(CC)CC)C. Product: [CH2:19]([NH:26][S:15]([C:12]1[CH:11]=[C:10]([C:8]([C:7]2[C:2]([Cl:1])=[N:3][CH:4]=[CH:5][CH:6]=2)=[O:9])[NH:14][CH:13]=1)(=[O:17])=[O:16])[C:20]1[CH:25]=[CH:24][CH:23]=[CH:22][CH:21]=1. The catalyst class is: 2. (2) Reactant: [C:1]([O:5][C:6]([NH:8][CH:9]1[CH2:11][CH:10]1[C:12]1[CH:13]=[CH:14][C:15]([F:21])=[C:16]([CH:20]=1)[C:17]([OH:19])=O)=[O:7])([CH3:4])([CH3:3])[CH3:2].[CH3:22][N:23]1[CH:27]=[C:26]([NH2:28])[CH:25]=[N:24]1.C(N(CC)CC)C.F[P-](F)(F)(F)(F)F.N1(OC(N(C)C)=[N+](C)C)C2N=CC=CC=2N=N1. Product: [F:21][C:15]1[CH:14]=[CH:13][C:12]([C@@H:10]2[CH2:11][C@H:9]2[NH:8][C:6](=[O:7])[O:5][C:1]([CH3:2])([CH3:3])[CH3:4])=[CH:20][C:16]=1[C:17](=[O:19])[NH:28][C:26]1[CH:25]=[N:24][N:23]([CH3:22])[CH:27]=1. The catalyst class is: 18. (3) Reactant: [C:1]([C:4]12[CH2:11][CH2:10][C:7]([NH:12][CH2:13][C:14]([N:16]3[CH2:20][C@@H:19]([F:21])[CH2:18][C@H:17]3[C:22]#[N:23])=[O:15])([CH2:8][CH2:9]1)[CH2:6][CH2:5]2)(O)=[O:2].ON1C2C=CC=CC=2N=N1.Cl.CN(C)CCCN=C=NCC.Cl.[F:47][CH2:48][C@@H:49]([NH2:51])[CH3:50]. Product: [F:21][C@@H:19]1[CH2:20][N:16]([C:14](=[O:15])[CH2:13][NH:12][C:7]23[CH2:6][CH2:5][C:4]([C:1]([NH:51][C@@H:49]([CH3:50])[CH2:48][F:47])=[O:2])([CH2:11][CH2:10]2)[CH2:9][CH2:8]3)[C@H:17]([C:22]#[N:23])[CH2:18]1. The catalyst class is: 884. (4) Reactant: [NH2:1][C:2]1[CH:3]=[C:4]([S:9]([NH:12][C@H:13]2[CH2:18][CH2:17][C@H:16]([C:19]([O:21][CH3:22])=[O:20])[CH2:15][CH2:14]2)(=[O:11])=[O:10])[CH:5]=[CH:6][C:7]=1[Cl:8].[CH:23](=O)[CH3:24].C(O[BH-](OC(=O)C)OC(=O)C)(=O)C.[Na+]. Product: [Cl:8][C:7]1[CH:6]=[CH:5][C:4]([S:9]([NH:12][C@H:13]2[CH2:14][CH2:15][C@H:16]([C:19]([O:21][CH3:22])=[O:20])[CH2:17][CH2:18]2)(=[O:10])=[O:11])=[CH:3][C:2]=1[NH:1][CH2:23][CH3:24]. The catalyst class is: 279. (5) Reactant: [OH:1][C@H:2]1[CH2:6][CH2:5][CH2:4][C@@H:3]1[NH:7][C:8]1[C:13]([C:14]([O:16]CC)=[O:15])=[CH:12][N:11]=[C:10]([S:19][CH3:20])[N:9]=1.[OH-].[Na+]. Product: [OH:1][C@H:2]1[CH2:6][CH2:5][CH2:4][C@@H:3]1[NH:7][C:8]1[C:13]([C:14]([OH:16])=[O:15])=[CH:12][N:11]=[C:10]([S:19][CH3:20])[N:9]=1. The catalyst class is: 8.